From a dataset of Forward reaction prediction with 1.9M reactions from USPTO patents (1976-2016). Predict the product of the given reaction. (1) Given the reactants C([O:4][C@H:5]([CH3:22])[CH2:6][CH2:7][CH2:8][CH2:9][N:10]1[C:15](=[O:16])[C:14]([N:17]=O)=[C:13]([NH2:19])[N:12]([CH3:20])[C:11]1=[O:21])(=O)C.S(S([O-])=O)([O-])=O.[Na+].[Na+].C(=O)([O-])[O-].[K+].[K+].[CH2:37]([O:44][CH2:45][C:46](Cl)=O)[C:38]1[CH:43]=[CH:42][CH:41]=[CH:40][CH:39]=1.Cl, predict the reaction product. The product is: [CH2:37]([O:44][CH2:45][C:46]1[NH:17][C:14]2[C:15](=[O:16])[N:10]([CH2:9][CH2:8][CH2:7][CH2:6][C@H:5]([OH:4])[CH3:22])[C:11](=[O:21])[N:12]([CH3:20])[C:13]=2[N:19]=1)[C:38]1[CH:43]=[CH:42][CH:41]=[CH:40][CH:39]=1. (2) The product is: [Br:1][C:2]1[CH:3]=[CH:4][C:5]2[S:9][C:8]([CH2:10][CH2:11][N:20]3[CH2:21][CH2:22][CH2:23][C@H:19]3[CH3:18])=[N:7][C:6]=2[CH:17]=1. Given the reactants [Br:1][C:2]1[CH:3]=[CH:4][C:5]2[S:9][C:8]([CH2:10][CH2:11]OS(C)(=O)=O)=[N:7][C:6]=2[CH:17]=1.[CH3:18][C@@H:19]1[CH2:23][CH2:22][CH2:21][NH:20]1.CCN(CC)CC, predict the reaction product. (3) Given the reactants [C:1]([C:3]1[C:4]([NH:35][CH2:36][CH2:37][O:38][CH3:39])=[CH:5][C:6]([NH:9][C:10]([N:12]2[C:21]3[C:16](=[CH:17][C:18]([CH2:27][N:28]4[CH2:33][CH2:32][S:31][CH2:30][C:29]4=[O:34])=[C:19]([CH:22](OC)[O:23]C)[N:20]=3)[CH2:15][CH2:14][CH2:13]2)=[O:11])=[N:7][CH:8]=1)#[N:2], predict the reaction product. The product is: [C:1]([C:3]1[C:4]([NH:35][CH2:36][CH2:37][O:38][CH3:39])=[CH:5][C:6]([NH:9][C:10]([N:12]2[C:21]3[C:16](=[CH:17][C:18]([CH2:27][N:28]4[CH2:33][CH2:32][S:31][CH2:30][C:29]4=[O:34])=[C:19]([CH:22]=[O:23])[N:20]=3)[CH2:15][CH2:14][CH2:13]2)=[O:11])=[N:7][CH:8]=1)#[N:2]. (4) Given the reactants [C:1]([O:5][C:6]([N:8]1[CH2:13][C@H:12]([CH2:14][OH:15])[NH:11][CH2:10][C@H:9]1[CH3:16])=[O:7])([CH3:4])([CH3:3])[CH3:2].Cl[CH2:18][C:19](Cl)=[O:20].[F:22][C:23]1[CH:40]=[CH:39][CH:38]=[CH:37][C:24]=1[CH2:25][C:26]1[N:31]=[CH:30][C:29]2[C:32]([CH3:36])([CH3:35])[CH2:33][NH:34][C:28]=2[CH:27]=1.CCN(C(C)C)C(C)C, predict the reaction product. The product is: [C:1]([O:5][C:6]([N:8]1[CH2:13][C@H:12]([CH2:14][OH:15])[N:11]([CH2:18][C:19]([N:34]2[C:28]3[CH:27]=[C:26]([CH2:25][C:24]4[CH:37]=[CH:38][CH:39]=[CH:40][C:23]=4[F:22])[N:31]=[CH:30][C:29]=3[C:32]([CH3:36])([CH3:35])[CH2:33]2)=[O:20])[CH2:10][C@H:9]1[CH3:16])=[O:7])([CH3:4])([CH3:3])[CH3:2]. (5) Given the reactants Cl[C:2]1[CH:3]=[CH:4][C:5]2[N:6]([C:8](=[O:22])[CH:9]=[C:10]([C:12]3[CH:17]=[CH:16][C:15]([O:18][CH3:19])=[C:14]([O:20][CH3:21])[CH:13]=3)[N:11]=2)[N:7]=1.CC1(C)C(C)(C)OB([C:31]2[CH2:36][CH2:35][N:34]([C:37]([O:39][C:40]([CH3:43])([CH3:42])[CH3:41])=[O:38])[CH2:33][CH:32]=2)O1.C([O-])([O-])=O.[K+].[K+], predict the reaction product. The product is: [CH3:21][O:20][C:14]1[CH:13]=[C:12]([C:10]2[N:11]=[C:5]3[CH:4]=[CH:3][C:2]([C:31]4[CH2:36][CH2:35][N:34]([C:37]([O:39][C:40]([CH3:43])([CH3:42])[CH3:41])=[O:38])[CH2:33][CH:32]=4)=[N:7][N:6]3[C:8](=[O:22])[CH:9]=2)[CH:17]=[CH:16][C:15]=1[O:18][CH3:19]. (6) Given the reactants [Br:1][C:2]1[CH:7]=[CH:6][C:5]([OH:8])=[CH:4][C:3]=1[C:9]([F:12])([F:11])[F:10].C(=O)([O-])[O-].[K+].[K+].[C:19](#N)[CH3:20], predict the reaction product. The product is: [Br:1][C:2]1[CH:7]=[CH:6][C:5]([O:8][CH2:19][CH3:20])=[CH:4][C:3]=1[C:9]([F:10])([F:11])[F:12]. (7) Given the reactants [C:1]1([CH2:11][C:12](=O)[CH3:13])[C:10]2[C:5](=[CH:6][CH:7]=[CH:8][CH:9]=2)[CH:4]=[CH:3][CH:2]=1.Cl[CH2:16][C:17]([NH2:19])=O.CC(C)([O-])C.[K+].N1CC(=O)C=C1.B1C2CCCC1CCC2, predict the reaction product. The product is: [CH3:13][C:12]1[NH:19][CH:17]=[CH:16][C:11]=1[C:1]1[C:10]2[C:5](=[CH:6][CH:7]=[CH:8][CH:9]=2)[CH:4]=[CH:3][CH:2]=1. (8) Given the reactants Cl.[NH2:2][C:3]1([CH2:8][C:9]([O:11][CH2:12][C:13]2[CH:18]=[CH:17][CH:16]=[CH:15][CH:14]=2)=[O:10])[CH2:7][CH2:6][CH2:5][CH2:4]1.[CH2:19]([O:26][C:27](=[O:46])[CH:28]([CH2:33][C:34]1[CH:39]=[CH:38][C:37]([C:40]2[CH:45]=[CH:44][CH:43]=[CH:42][CH:41]=2)=[CH:36][CH:35]=1)[CH2:29][C:30](O)=[O:31])[C:20]1[CH:25]=[CH:24][CH:23]=[CH:22][CH:21]=1.CCN=C=NCCCN(C)C.Cl.ON1C2N=CC=CC=2N=N1.CCN(C(C)C)C(C)C, predict the reaction product. The product is: [CH2:12]([O:11][C:9](=[O:10])[CH2:8][C:3]1([NH:2][C:30](=[O:31])[CH2:29][CH:28]([CH2:33][C:34]2[CH:35]=[CH:36][C:37]([C:40]3[CH:41]=[CH:42][CH:43]=[CH:44][CH:45]=3)=[CH:38][CH:39]=2)[C:27]([O:26][CH2:19][C:20]2[CH:25]=[CH:24][CH:23]=[CH:22][CH:21]=2)=[O:46])[CH2:7][CH2:6][CH2:5][CH2:4]1)[C:13]1[CH:14]=[CH:15][CH:16]=[CH:17][CH:18]=1. (9) Given the reactants [C:1]([O:7][CH2:8][CH3:9])(=[O:6])[CH2:2][C:3]([CH3:5])=[O:4].[Cl:10][C:11]1[CH:12]=[C:13]([CH:16]=[CH:17][C:18]=1[Cl:19])[CH:14]=O, predict the reaction product. The product is: [CH2:8]([O:7][C:1](=[O:6])[C:2]([C:3](=[O:4])[CH3:5])=[CH:14][C:13]1[CH:16]=[CH:17][C:18]([Cl:19])=[C:11]([Cl:10])[CH:12]=1)[CH3:9].